Dataset: Full USPTO retrosynthesis dataset with 1.9M reactions from patents (1976-2016). Task: Predict the reactants needed to synthesize the given product. The reactants are: O[C@H:2]([CH3:35])[CH2:3][NH:4][C:5]([C:7]1[NH:8][C:9]([C:12]2[CH:17]=[C:16]([O:18][C:19]3[CH:24]=[CH:23][C:22]([S:25]([CH3:28])(=[O:27])=[O:26])=[CH:21][CH:20]=3)[CH:15]=[C:14]([O:29][C@@H:30]([CH3:34])[CH2:31][O:32][CH3:33])[CH:13]=2)=[CH:10][CH:11]=1)=[O:6].CS(O)(=O)=O.C(N(CC)CC)C.C(=O)([O-])O.[Na+]. Given the product [CH3:33][O:32][CH2:31][C@H:30]([CH3:34])[O:29][C:14]1[CH:13]=[C:12]([C:9]2[NH:8][C:7]([C:5]3[O:6][C@@H:2]([CH3:35])[CH2:3][N:4]=3)=[CH:11][CH:10]=2)[CH:17]=[C:16]([O:18][C:19]2[CH:24]=[CH:23][C:22]([S:25]([CH3:28])(=[O:26])=[O:27])=[CH:21][CH:20]=2)[CH:15]=1, predict the reactants needed to synthesize it.